Task: Predict the product of the given reaction.. Dataset: Forward reaction prediction with 1.9M reactions from USPTO patents (1976-2016) (1) Given the reactants [H-].[Na+].[Br:3][C:4]1[CH:5]=[CH:6][C:7]2[NH:8][C:9]3[C:14]([C:15]=2[CH:16]=1)=[CH:13][C:12]([Br:17])=[CH:11][CH:10]=3.[C:18]([C:22]1[CH:29]=[CH:28][C:25]([CH2:26]Br)=[CH:24][CH:23]=1)([CH3:21])([CH3:20])[CH3:19].O, predict the reaction product. The product is: [C:18]([C:22]1[CH:23]=[CH:24][C:25]([CH2:26][N:8]2[C:7]3[CH:6]=[CH:5][C:4]([Br:3])=[CH:16][C:15]=3[C:14]3[C:9]2=[CH:10][CH:11]=[C:12]([Br:17])[CH:13]=3)=[CH:28][CH:29]=1)([CH3:21])([CH3:20])[CH3:19]. (2) Given the reactants [Cl:1][C:2]1[CH:3]=[C:4]([C:8]2[N:12]=[C:11]([CH2:13][CH2:14][C:15](NN)=[O:16])[O:10][N:9]=2)[CH:5]=[CH:6][CH:7]=1.I[CH2:20][CH3:21].C([O-])([O-])=[O:23].[K+].[K+], predict the reaction product. The product is: [CH2:20]([O:23][C:15](=[O:16])[CH2:14][CH2:13][C:11]1[O:10][N:9]=[C:8]([C:4]2[CH:5]=[CH:6][CH:7]=[C:2]([Cl:1])[CH:3]=2)[N:12]=1)[CH3:21]. (3) Given the reactants Cl.[Cl:2][C:3]1[CH:4]=[C:5]([CH:10]2[CH2:13][C:12]3([CH2:18][CH2:17][NH:16][CH2:15][CH2:14]3)[CH2:11]2)[CH:6]=[CH:7][C:8]=1[F:9].CC1C=C(C2CC3(CCN([C:35]([O:37][C:38]4[CH:43]=[CH:42][C:41]([N+:44]([O-:46])=[O:45])=[CH:40][CH:39]=4)=[O:36])CC3)C2)C=CC=1, predict the reaction product. The product is: [Cl:2][C:3]1[CH:4]=[C:5]([CH:10]2[CH2:13][C:12]3([CH2:14][CH2:15][N:16]([C:35]([O:37][C:38]4[CH:39]=[CH:40][C:41]([N+:44]([O-:46])=[O:45])=[CH:42][CH:43]=4)=[O:36])[CH2:17][CH2:18]3)[CH2:11]2)[CH:6]=[CH:7][C:8]=1[F:9]. (4) Given the reactants [N:1]1[CH:6]=[CH:5][CH:4]=[CH:3][C:2]=1[C:7]1[CH:11]=[C:10]([C:12]#[C:13][CH2:14][OH:15])[O:9][N:8]=1.N1C=CC=NC=1C1C=CC(C#CCO)=CC=1, predict the reaction product. The product is: [N:1]1[CH:6]=[CH:5][CH:4]=[CH:3][C:2]=1[C:7]1[CH:11]=[C:10]([C:12]#[C:13][CH:14]=[O:15])[O:9][N:8]=1. (5) Given the reactants [N:1]1[C:6]2[CH:7]=[CH:8][S:9][C:5]=2[C:4]([N:10]2[CH2:15][CH2:14][CH:13]([NH2:16])[CH2:12][CH2:11]2)=[N:3][CH:2]=1.Cl.[N+](C1C=CC([O:27][C:28](=O)[NH:29][C:30]2[CH:35]=[CH:34][C:33]([N:36]3[CH2:40][CH2:39][CH2:38][CH2:37]3)=[CH:32][CH:31]=2)=CC=1)([O-])=O, predict the reaction product. The product is: [N:36]1([C:33]2[CH:34]=[CH:35][C:30]([NH:29][C:28]([NH:16][CH:13]3[CH2:12][CH2:11][N:10]([C:4]4[C:5]5[S:9][CH:8]=[CH:7][C:6]=5[N:1]=[CH:2][N:3]=4)[CH2:15][CH2:14]3)=[O:27])=[CH:31][CH:32]=2)[CH2:37][CH2:38][CH2:39][CH2:40]1.